Task: Predict the reactants needed to synthesize the given product.. Dataset: Full USPTO retrosynthesis dataset with 1.9M reactions from patents (1976-2016) (1) Given the product [F:57][C:55]1[CH:54]=[CH:53][CH:52]=[C:51]2[C:56]=1[NH:48][CH:49]=[C:50]2[C:14]1[N:15]=[C:16]([N:19]2[CH2:20][CH2:21][O:22][CH2:23][CH2:24]2)[C:17]2[S:18][C:10]([CH2:9][N:6]3[CH2:7][CH2:8][CH:3]([N:2]([CH3:38])[CH3:1])[CH2:4][CH2:5]3)=[CH:11][C:12]=2[N:13]=1, predict the reactants needed to synthesize it. The reactants are: [CH3:1][N:2]([CH3:38])[CH:3]1[CH2:8][CH2:7][N:6]([CH2:9][C:10]2[S:18][C:17]3[C:16]([N:19]4[CH2:24][CH2:23][O:22][CH2:21][CH2:20]4)=[N:15][C:14]([Sn](CCCC)(CCCC)CCCC)=[N:13][C:12]=3[CH:11]=2)[CH2:5][CH2:4]1.C1(S([N:48]2[C:56]3[C:51](=[CH:52][CH:53]=[CH:54][C:55]=3[F:57])[C:50](Br)=[CH:49]2)(=O)=O)C=CC=CC=1.C1COCC1.[OH-].[Na+]. (2) Given the product [C:1]([C:3]1[CH:4]=[CH:5][C:6]([C:7]([NH:56][CH:53]([CH:50]2[CH2:49][CH2:48][CH:47]([C:40]3[C:39]4[C:44](=[CH:45][CH:46]=[C:37]([F:36])[CH:38]=4)[N:43]=[CH:42][CH:41]=3)[CH2:52][CH2:51]2)[CH2:54][CH3:55])=[O:9])=[CH:10][CH:11]=1)#[N:2], predict the reactants needed to synthesize it. The reactants are: [C:1]([C:3]1[CH:11]=[CH:10][C:6]([C:7]([OH:9])=O)=[CH:5][CH:4]=1)#[N:2].CN(C(ON1N=NC2C=CC=NC1=2)=[N+](C)C)C.F[P-](F)(F)(F)(F)F.[F:36][C:37]1[CH:38]=[C:39]2[C:44](=[CH:45][CH:46]=1)[N:43]=[CH:42][CH:41]=[C:40]2[CH:47]1[CH2:52][CH2:51][CH:50]([CH:53]([NH2:56])[CH2:54][CH3:55])[CH2:49][CH2:48]1.CN1CCOCC1. (3) The reactants are: C(=O)([O-])[O-].[Cs+].[Cs+].[CH2:7]([C@H:14]1[CH2:18][O:17][C:16](=[O:19])[N:15]1[C:20](=[O:35])[CH2:21][C@@H:22]([C:28]1[CH:33]=[CH:32][C:31]([OH:34])=[CH:30][CH:29]=1)[C:23]1[CH:27]=[CH:26][O:25][N:24]=1)[C:8]1[CH:13]=[CH:12][CH:11]=[CH:10][CH:9]=1.[C:36]([C:40]1[CH:45]=[CH:44][C:43]([CH2:46]Cl)=[CH:42][C:41]=1[CH:48]([CH3:50])[CH3:49])([CH3:39])([CH3:38])[CH3:37].O. Given the product [C:36]([C:40]1[CH:45]=[CH:44][C:43]([CH2:46][O:34][C:31]2[CH:32]=[CH:33][C:28]([C@@H:22]([C:23]3[CH:27]=[CH:26][O:25][N:24]=3)[CH2:21][C:20]([N:15]3[C@@H:14]([CH2:7][C:8]4[CH:13]=[CH:12][CH:11]=[CH:10][CH:9]=4)[CH2:18][O:17][C:16]3=[O:19])=[O:35])=[CH:29][CH:30]=2)=[CH:42][C:41]=1[CH:48]([CH3:50])[CH3:49])([CH3:39])([CH3:38])[CH3:37], predict the reactants needed to synthesize it. (4) Given the product [CH3:1][O:2][C:3](=[O:11])[C:4]1[CH:9]=[CH:8][C:7]([O:10][CH2:24][C:14]2[C:15]([CH:18]3[CH2:23][CH2:22][O:21][CH2:20][CH2:19]3)=[N:16][O:17][C:13]=2[CH3:12])=[N:6][CH:5]=1, predict the reactants needed to synthesize it. The reactants are: [CH3:1][O:2][C:3](=[O:11])[C:4]1[CH:9]=[CH:8][C:7]([OH:10])=[N:6][CH:5]=1.[CH3:12][C:13]1[O:17][N:16]=[C:15]([CH:18]2[CH2:23][CH2:22][O:21][CH2:20][CH2:19]2)[C:14]=1[CH2:24]O.C1(P(C2C=CC=CC=2)C2C=CC=CC=2)C=CC=CC=1.N(C(OC(C)C)=O)=NC(OC(C)C)=O. (5) Given the product [N:1]1([CH2:6][C:7]2[CH:13]=[CH:12][C:10]([NH:11][C:27]([C:23]3[CH:22]=[C:21]([CH2:20][O:19][C:18]4[CH:30]=[CH:31][CH:32]=[C:16]([C:15]([F:34])([F:33])[F:14])[CH:17]=4)[CH:26]=[CH:25][N:24]=3)=[O:28])=[CH:9][CH:8]=2)[CH:5]=[CH:4][CH:3]=[N:2]1, predict the reactants needed to synthesize it. The reactants are: [N:1]1([CH2:6][C:7]2[CH:13]=[CH:12][C:10]([NH2:11])=[CH:9][CH:8]=2)[CH:5]=[CH:4][CH:3]=[N:2]1.[F:14][C:15]([F:34])([F:33])[C:16]1[CH:17]=[C:18]([CH:30]=[CH:31][CH:32]=1)[O:19][CH2:20][C:21]1[CH:26]=[CH:25][N:24]=[C:23]([C:27](O)=[O:28])[CH:22]=1. (6) Given the product [Br:25][C:22]1[O:21][C:20](/[CH:9]=[CH:10]/[NH:11][C:12]([C:14]2[CH:19]=[CH:18][CH:17]=[CH:16][N:15]=2)=[O:13])=[CH:24][CH:23]=1, predict the reactants needed to synthesize it. The reactants are: C1(S([CH:9]([C:20]2[O:21][C:22]([Br:25])=[CH:23][CH:24]=2)[CH2:10][NH:11][C:12]([C:14]2[CH:19]=[CH:18][CH:17]=[CH:16][N:15]=2)=[O:13])=O)C=CC=CC=1.C([O-])([O-])=O.[Na+].[Na+]. (7) Given the product [CH3:1][N:2]([CH3:16])[C:3]1[O:4][C:5]2[CH:11]=[C:10]([C:12]([OH:14])=[O:13])[CH:9]=[CH:8][C:6]=2[N:7]=1, predict the reactants needed to synthesize it. The reactants are: [CH3:1][N:2]([CH3:16])[C:3]1[O:4][C:5]2[CH:11]=[C:10]([C:12]([O:14]C)=[O:13])[CH:9]=[CH:8][C:6]=2[N:7]=1.O[Li].O. (8) Given the product [CH3:5][O:6][C:7]1[CH:8]=[CH:9][CH:10]=[CH:11][C:12]=1[O:13][CH2:14][CH2:15][NH:16][CH2:17][CH:18]([OH:34])[CH2:19][O:20][C:21]1[CH:22]=[CH:23][CH:24]=[C:25]2[NH:33][C:32]3[CH:31]=[CH:30][CH:29]=[CH:28][C:27]=3[C:26]=12.[S:35]([O-:39])([O-:38])(=[O:37])=[O:36], predict the reactants needed to synthesize it. The reactants are: CC(C)=O.[CH3:5][O:6][C:7]1[CH:8]=[CH:9][CH:10]=[CH:11][C:12]=1[O:13][CH2:14][CH2:15][NH:16][CH2:17][CH:18]([OH:34])[CH2:19][O:20][C:21]1[CH:22]=[CH:23][CH:24]=[C:25]2[NH:33][C:32]3[CH:31]=[CH:30][CH:29]=[CH:28][C:27]=3[C:26]=12.[S:35](=[O:39])(=[O:38])([OH:37])[OH:36]. (9) Given the product [Br:1][C:2]#[C:3][C:4]1[CH:5]=[CH:6][C:7]([CH2:10][CH2:11][CH3:12])=[N:8][CH:9]=1, predict the reactants needed to synthesize it. The reactants are: [Br:1][C:2](Br)=[CH:3][C:4]1[CH:5]=[CH:6][C:7]([CH2:10][CH2:11][CH3:12])=[N:8][CH:9]=1.CC(C)([O-])C.[K+].C1(C)C=CC=CC=1.